From a dataset of Peptide-MHC class II binding affinity with 134,281 pairs from IEDB. Regression. Given a peptide amino acid sequence and an MHC pseudo amino acid sequence, predict their binding affinity value. This is MHC class II binding data. (1) The peptide sequence is LRNVACQEAVKLKLI. The MHC is DRB1_0301 with pseudo-sequence DRB1_0301. The binding affinity (normalized) is 0.583. (2) The peptide sequence is GPTSDEAGPAVAEQL. The MHC is HLA-DQA10501-DQB10201 with pseudo-sequence HLA-DQA10501-DQB10201. The binding affinity (normalized) is 0.254. (3) The peptide sequence is ISGLKPGVDYTITVY. The MHC is DRB5_0101 with pseudo-sequence DRB5_0101. The binding affinity (normalized) is 0.346. (4) The peptide sequence is DELVGGPPVEASAAA. The MHC is DRB1_0901 with pseudo-sequence DRB1_0901. The binding affinity (normalized) is 0.172. (5) The peptide sequence is APIKEFKAKIVNG. The MHC is DRB1_1501 with pseudo-sequence DRB1_1501. The binding affinity (normalized) is 0.288. (6) The peptide sequence is AVTYYKEADYSQIPI. The MHC is DRB1_1501 with pseudo-sequence DRB1_1501. The binding affinity (normalized) is 0.308. (7) The peptide sequence is ATAAAAAAVDRGDPP. The MHC is DRB1_0401 with pseudo-sequence DRB1_0401. The binding affinity (normalized) is 0. (8) The peptide sequence is DPMVQIPRLVANNTR. The MHC is DRB1_1501 with pseudo-sequence DRB1_1501. The binding affinity (normalized) is 0.326. (9) The peptide sequence is NKEVDRLMSMRSVQR. The MHC is DRB1_0101 with pseudo-sequence DRB1_0101. The binding affinity (normalized) is 0.874.